Dataset: Full USPTO retrosynthesis dataset with 1.9M reactions from patents (1976-2016). Task: Predict the reactants needed to synthesize the given product. (1) The reactants are: [F:1][C:2]1[C:3]([O:21][CH3:22])=[C:4]([O:19][CH3:20])[CH:5]=[C:6]2[C:11]=1[N:10]=[C:9]([N:12]1[CH2:17][CH2:16][NH:15][CH2:14][CH2:13]1)[N:8]=[C:7]2[NH2:18].C(OC([N:30]1[CH2:33][CH2:32][C@H:31]1[CH2:34][C:35](O)=[O:36])=O)(C)(C)C. Given the product [NH2:18][C:7]1[C:6]2[C:11](=[C:2]([F:1])[C:3]([O:21][CH3:22])=[C:4]([O:19][CH3:20])[CH:5]=2)[N:10]=[C:9]([N:12]2[CH2:17][CH2:16][N:15]([C:35](=[O:36])[CH2:34][C@@H:31]3[CH2:32][CH2:33][NH:30]3)[CH2:14][CH2:13]2)[N:8]=1, predict the reactants needed to synthesize it. (2) Given the product [Br:29][C:30]1[C:35]([CH3:36])=[C:34]([F:37])[CH:33]=[C:32]([Br:38])[C:31]=1[CH2:39][NH:40][C:21]([C:19]1[N:20]=[C:9]2[C:8]3([N:7]([CH3:27])[C:5](=[O:6])[C:4]([N:2]([CH3:1])[CH3:3])=[O:28])[CH2:14][CH2:13][CH:12]([CH2:15][CH2:16]3)[CH2:11][N:10]2[C:17](=[O:26])[C:18]=1[OH:25])=[O:23], predict the reactants needed to synthesize it. The reactants are: [CH3:1][N:2]([C:4](=[O:28])[C:5]([N:7]([CH3:27])[C:8]12[CH2:16][CH2:15][CH:12]([CH2:13][CH2:14]1)[CH2:11][N:10]1[C:17](=[O:26])[C:18]([OH:25])=[C:19]([C:21]([O:23]C)=O)[N:20]=[C:9]21)=[O:6])[CH3:3].[Br:29][C:30]1[C:35]([CH3:36])=[C:34]([F:37])[CH:33]=[C:32]([Br:38])[C:31]=1[CH2:39][NH2:40].CCN(CC)CC.